Task: Predict the reaction yield, written as a fraction of the theoretical maximum amount of product (1.0 means a 100% yield; for example, 0.34 means a 34% yield).. Dataset: Reaction yield outcomes from USPTO patents with 853,638 reactions (1) The catalyst is O1CCOCC1.[Cu]I.N[C@@H]1CCCC[C@H]1N. The product is [N:10]1([CH2:9][CH2:8][CH2:7][O:6][C:5]2[CH:15]=[CH:16][C:2]([N:17]3[C:25]4[C:20](=[CH:21][CH:22]=[CH:23][CH:24]=4)[CH:19]=[CH:18]3)=[CH:3][CH:4]=2)[CH2:14][CH2:13][CH2:12][CH2:11]1. The reactants are I[C:2]1[CH:16]=[CH:15][C:5]([O:6][CH2:7][CH2:8][CH2:9][N:10]2[CH2:14][CH2:13][CH2:12][CH2:11]2)=[CH:4][CH:3]=1.[NH:17]1[C:25]2[C:20](=[CH:21][CH:22]=[CH:23][CH:24]=2)[CH:19]=[CH:18]1.[O-]P([O-])([O-])=O.[K+].[K+].[K+]. The yield is 0.350. (2) The reactants are [F:1][C:2]1[CH:10]=[C:9]([C:11]([F:14])([F:13])[F:12])[CH:8]=[CH:7][C:3]=1[C:4](Cl)=[O:5].[CH3:15][O:16][C:17]1[CH:22]=[C:21]([NH2:23])[CH:20]=[CH:19][N:18]=1.N1C=CC=CC=1.Cl. The catalyst is ClCCl. The product is [F:1][C:2]1[CH:10]=[C:9]([C:11]([F:14])([F:13])[F:12])[CH:8]=[CH:7][C:3]=1[C:4]([NH:23][C:21]1[CH:20]=[CH:19][N:18]=[C:17]([O:16][CH3:15])[CH:22]=1)=[O:5]. The yield is 0.740. (3) The reactants are C([O-])=O.[NH4+].C([N:12]1[CH2:16][CH:15]2[C:17](=[CH2:26])[C:18]3[CH:19]=[CH:20][C:21]([O:24][CH3:25])=[CH:22][C:23]=3[CH:14]2[CH2:13]1)C1C=CC=CC=1. The catalyst is CO.[Pd]. The product is [CH3:25][O:24][C:21]1[CH:20]=[CH:19][C:18]2[CH:17]([CH3:26])[CH:15]3[CH2:16][NH:12][CH2:13][CH:14]3[C:23]=2[CH:22]=1. The yield is 1.00. (4) The reactants are [C:1]([C:5]1[CH:10]=[CH:9][C:8]([N+:11]([O-:13])=[O:12])=[CH:7][CH:6]=1)([CH3:4])([CH3:3])[CH3:2].[Br:14]Br.S([O-])(O)=O.[Na+]. The catalyst is S(=O)(=O)(O)O.S([O-])([O-])(=O)=O.[Ag+2]. The product is [Br:14][C:10]1[CH:9]=[C:8]([N+:11]([O-:13])=[O:12])[CH:7]=[CH:6][C:5]=1[C:1]([CH3:4])([CH3:2])[CH3:3]. The yield is 0.980. (5) The reactants are [Br:1][C:2]1[C:14](=[O:15])[N:13]([CH:16]2[CH2:20][CH2:19][CH2:18][CH2:17]2)[C:5]2[N:6]=[C:7](S(C)=O)[N:8]=[CH:9][C:4]=2[C:3]=1[CH3:21].[C:22]([O:26][C:27]([N:29]1[CH2:34][CH2:33][N:32]([C:35]2[CH:36]=[N:37][C:38]([NH2:41])=[CH:39][CH:40]=2)[CH2:31][C:30]1([CH3:43])[CH3:42])=[O:28])([CH3:25])([CH3:24])[CH3:23]. The catalyst is C1(C)C=CC=CC=1. The product is [C:22]([O:26][C:27]([N:29]1[CH2:34][CH2:33][N:32]([C:35]2[CH:36]=[N:37][C:38]([NH:41][C:7]3[N:8]=[CH:9][C:4]4[C:3]([CH3:21])=[C:2]([Br:1])[C:14](=[O:15])[N:13]([CH:16]5[CH2:20][CH2:19][CH2:18][CH2:17]5)[C:5]=4[N:6]=3)=[CH:39][CH:40]=2)[CH2:31][C:30]1([CH3:43])[CH3:42])=[O:28])([CH3:25])([CH3:23])[CH3:24]. The yield is 0.318. (6) The reactants are [Cl:1][C:2]1[CH:3]=[C:4]([NH2:21])[C:5]([NH2:20])=[CH:6][C:7]=1[O:8][C:9]1[CH:14]=[CH:13][C:12]([C:15]([F:18])([F:17])[F:16])=[CH:11][C:10]=1[Cl:19].[F:22][C:23]([F:31])([F:30])[C:24]([F:29])([F:28])[C:25](O)=O. No catalyst specified. The product is [Cl:1][C:2]1[C:7]([O:8][C:9]2[CH:14]=[CH:13][C:12]([C:15]([F:18])([F:16])[F:17])=[CH:11][C:10]=2[Cl:19])=[CH:6][C:5]2[NH:20][C:25]([C:24]([F:29])([F:28])[C:23]([F:31])([F:30])[F:22])=[N:21][C:4]=2[CH:3]=1. The yield is 0.550. (7) The reactants are Br[C:2]1[N:6]2[N:7]=[C:8]([NH:11][CH2:12][CH2:13][CH2:14][CH3:15])[CH:9]=[CH:10][C:5]2=[N:4][CH:3]=1.[O:16]=[C:17]1[C:26]2[C:21](=[CH:22][C:23](B(O)O)=[CH:24][CH:25]=2)[CH2:20][CH2:19][NH:18]1.P([O-])([O-])([O-])=O.[K+].[K+].[K+].COCCOC. The catalyst is C1C=CC(P(C2C=CC=CC=2)[C-]2C=CC=C2)=CC=1.C1C=CC(P(C2C=CC=CC=2)[C-]2C=CC=C2)=CC=1.Cl[Pd]Cl.[Fe+2].O. The product is [CH2:12]([NH:11][C:8]1[CH:9]=[CH:10][C:5]2[N:6]([C:2]([C:23]3[CH:22]=[C:21]4[C:26](=[CH:25][CH:24]=3)[C:17](=[O:16])[NH:18][CH2:19][CH2:20]4)=[CH:3][N:4]=2)[N:7]=1)[CH2:13][CH2:14][CH3:15]. The yield is 0.440. (8) The reactants are [O:1]1[CH2:6][CH2:5][N:4]([S:7]([C:10]2[CH:18]=[CH:17][C:13]([C:14]([OH:16])=[O:15])=[CH:12][CH:11]=2)(=[O:9])=[O:8])[CH2:3][CH2:2]1.S(=O)(=O)(O)O.[CH3:24]O. No catalyst specified. The product is [O:1]1[CH2:6][CH2:5][N:4]([S:7]([C:10]2[CH:11]=[CH:12][C:13]([C:14]([O:16][CH3:24])=[O:15])=[CH:17][CH:18]=2)(=[O:9])=[O:8])[CH2:3][CH2:2]1. The yield is 0.840. (9) The reactants are [Cl:1][C:2]1[CH:11]=[C:10]2[C:5]([NH:6][C:7](=[O:18])[C:8]3[N:9]2[CH:12]=[N:13][C:14]=3C(O)=O)=[CH:4][CH:3]=1. The yield is 0.820. The catalyst is C1(OC2C=CC=CC=2)C=CC=CC=1. The product is [Cl:1][C:2]1[CH:11]=[C:10]2[C:5]([NH:6][C:7](=[O:18])[C:8]3[N:9]2[CH:12]=[N:13][CH:14]=3)=[CH:4][CH:3]=1.